This data is from Forward reaction prediction with 1.9M reactions from USPTO patents (1976-2016). The task is: Predict the product of the given reaction. (1) The product is: [Br:3][CH2:4][CH2:5][CH2:6][CH2:7][CH2:8][CH2:9][CH2:10][CH2:11][O:12][CH2:13][C:14]1[S:15][C:16](=[C:19]2[S:23][CH:22]=[CH:21][S:20]2)[S:17][CH:18]=1. Given the reactants [H-].[Na+].[Br:3][CH2:4][CH2:5][CH2:6][CH2:7][CH2:8][CH2:9][CH2:10][CH2:11][O:12][CH2:13][C:14]1[S:15][C:16](=[C:19]2[S:23][CH:22]=[CH:21][S:20]2)[S:17][CH:18]=1.C(Br)C#C.C1CCN2C(=NCCC2)CC1, predict the reaction product. (2) Given the reactants [C:1]([N:5]1[C:9]([C:10]2[CH:15]=[CH:14][C:13]([F:16])=[CH:12][CH:11]=2)=[C:8]([C:17]2[S:18][CH:19]=[C:20]([CH:22]3[CH2:27][CH2:26][N:25](C(O)=O)[CH2:24][CH2:23]3)[N:21]=2)[CH:7]=[N:6]1)([CH3:4])([CH3:3])[CH3:2].[ClH:31].C(OCC)(=O)C, predict the reaction product. The product is: [ClH:31].[C:1]([N:5]1[C:9]([C:10]2[CH:15]=[CH:14][C:13]([F:16])=[CH:12][CH:11]=2)=[C:8]([C:17]2[S:18][CH:19]=[C:20]([CH:22]3[CH2:23][CH2:24][NH:25][CH2:26][CH2:27]3)[N:21]=2)[CH:7]=[N:6]1)([CH3:4])([CH3:2])[CH3:3]. (3) Given the reactants [C:1]([O:5][C:6]([N:8]1[CH2:12][CH2:11][CH2:10][CH:9]1[C:13]([OH:15])=O)=[O:7])([CH3:4])([CH3:3])[CH3:2].N1C=CC=CC=1.C(Cl)(=O)C(Cl)=O.[Br:28][C:29]1[CH:35]=[CH:34][C:32]([NH2:33])=[C:31]([CH3:36])[CH:30]=1, predict the reaction product. The product is: [C:1]([O:5][C:6]([N:8]1[CH2:12][CH2:11][CH2:10][CH:9]1[C:13](=[O:15])[NH:33][C:32]1[CH:34]=[CH:35][C:29]([Br:28])=[CH:30][C:31]=1[CH3:36])=[O:7])([CH3:2])([CH3:3])[CH3:4]. (4) Given the reactants C(OC(=O)[NH:10][CH:11]([C:13]1[N:14]=[C:15]2[N:20]=[CH:19][CH:18]=[CH:17][N:16]2[C:21]=1I)[CH3:12])C1C=CC=CC=1.CSC.[C:27](O)([C:29](F)(F)F)=O, predict the reaction product. The product is: [N:10]1[CH:29]=[CH:27][CH:21]=[CH:13][C:11]=1[C:21]1[N:16]2[CH:17]=[CH:18][CH:19]=[N:20][C:15]2=[N:14][C:13]=1[CH:11]([NH2:10])[CH3:12]. (5) Given the reactants [Cl:1][C:2]1[CH:3]=[C:4]([C:9]([OH:18])([C:14]([F:17])([F:16])[F:15])[C:10]#[C:11][CH2:12][OH:13])[CH:5]=[C:6]([Cl:8])[CH:7]=1.CC(C)=[O:21].OS(O)(=O)=O.O=[Cr](=O)=O, predict the reaction product. The product is: [Cl:1][C:2]1[CH:3]=[C:4]([C:9]([OH:18])([C:14]([F:15])([F:16])[F:17])[C:10]#[C:11][C:12]([OH:21])=[O:13])[CH:5]=[C:6]([Cl:8])[CH:7]=1. (6) The product is: [F:26][C:27]1[CH:32]=[CH:31][CH:30]=[CH:29][C:28]=1[C:23]1[C:18]2[N:19]([CH:25]=[C:16]([C@@H:12]3[CH2:13][CH2:14][CH2:15][N:11]3[C:9]([O:8][CH2:1][C:2]3[CH:7]=[CH:6][CH:5]=[CH:4][CH:3]=3)=[O:10])[N:17]=2)[CH:20]=[CH:21][CH:22]=1. Given the reactants [CH2:1]([O:8][C:9]([N:11]1[CH2:15][CH2:14][CH2:13][C@H:12]1[C:16]1[N:17]=[C:18]2[C:23](Br)=[CH:22][CH:21]=[CH:20][N:19]2[CH:25]=1)=[O:10])[C:2]1[CH:7]=[CH:6][CH:5]=[CH:4][CH:3]=1.[F:26][C:27]1[CH:32]=[CH:31][CH:30]=[CH:29][C:28]=1B(O)O.C(=O)([O-])[O-].[K+].[K+], predict the reaction product. (7) Given the reactants [F:1][C:2]1[CH:11]=[C:10]([F:12])[CH:9]=[C:8]2[C:3]=1[CH:4]=[CH:5][C:6](=[O:13])[NH:7]2.[H-].[Na+].CS(O[CH2:21][CH2:22][N:23]1[CH2:28][CH2:27][CH:26]([NH:29][C:30]([O:32][C:33]([CH3:36])([CH3:35])[CH3:34])=[O:31])[CH2:25][CH2:24]1)(=O)=O.FC1C(F)=C2C(C=CC(=O)N2CCN2CCC(NC(=O)OC(C)(C)C)CC2)=CC=1, predict the reaction product. The product is: [F:1][C:2]1[CH:11]=[C:10]([F:12])[CH:9]=[C:8]2[C:3]=1[CH:4]=[CH:5][C:6](=[O:13])[N:7]2[CH2:21][CH2:22][N:23]1[CH2:28][CH2:27][CH:26]([NH:29][C:30](=[O:31])[O:32][C:33]([CH3:36])([CH3:35])[CH3:34])[CH2:25][CH2:24]1.